From a dataset of Full USPTO retrosynthesis dataset with 1.9M reactions from patents (1976-2016). Predict the reactants needed to synthesize the given product. (1) The reactants are: [CH3:1][C:2]1[C:8]([N:9]2[CH2:14][CH2:13][O:12][CH2:11][CH2:10]2)=[C:7]([CH3:15])[CH:6]=[C:5]([CH3:16])[C:3]=1[NH2:4].C[Al](C)C.[F:21][C:22]([F:43])([F:42])[C:23]1[CH:28]=[CH:27][C:26]([S:29]([NH:32][C:33]2[CH:37]=[CH:36][S:35][C:34]=2[C:38](OC)=[O:39])(=[O:31])=[O:30])=[CH:25][CH:24]=1.Cl. Given the product [F:43][C:22]([F:21])([F:42])[C:23]1[CH:24]=[CH:25][C:26]([S:29]([NH:32][C:33]2[CH:37]=[CH:36][S:35][C:34]=2[C:38]([NH:4][C:3]2[C:5]([CH3:16])=[CH:6][C:7]([CH3:15])=[C:8]([N:9]3[CH2:10][CH2:11][O:12][CH2:13][CH2:14]3)[C:2]=2[CH3:1])=[O:39])(=[O:31])=[O:30])=[CH:27][CH:28]=1, predict the reactants needed to synthesize it. (2) The reactants are: [C:1]([C:4](C)([CH2:10][CH2:11][CH2:12][CH2:13][CH2:14][C:15]([O:17]CC)=[O:16])[C:5](OCC)=O)(=[O:3])[CH3:2].Cl. Given the product [CH3:5][CH:4]([C:1](=[O:3])[CH3:2])[CH2:10][CH2:11][CH2:12][CH2:13][CH2:14][C:15]([OH:17])=[O:16], predict the reactants needed to synthesize it. (3) Given the product [CH:30]1([CH2:29][NH:28][C:22](=[O:24])[C:21]2[CH:25]=[CH:26][C:18]([N:16]3[CH:17]=[C:13]([C:12]4[N:8]([C:3]5[CH:4]=[CH:5][CH:6]=[CH:7][C:2]=5[F:1])[N:9]=[N:10][C:11]=4[CH3:27])[N:14]=[CH:15]3)=[N:19][CH:20]=2)[CH2:32][CH2:31]1, predict the reactants needed to synthesize it. The reactants are: [F:1][C:2]1[CH:7]=[CH:6][CH:5]=[CH:4][C:3]=1[N:8]1[C:12]([C:13]2[N:14]=[CH:15][N:16]([C:18]3[CH:26]=[CH:25][C:21]([C:22]([OH:24])=O)=[CH:20][N:19]=3)[CH:17]=2)=[C:11]([CH3:27])[N:10]=[N:9]1.[NH2:28][CH2:29][CH:30]1[CH2:32][CH2:31]1. (4) Given the product [CH3:8][CH2:9][CH2:10][CH2:11][CH2:12][CH:4]([OH:3])[CH2:5][CH2:8][CH2:9][CH2:10][CH3:11], predict the reactants needed to synthesize it. The reactants are: C([O:3][CH2:4][CH3:5])=O.O.Cl.[CH2:8]([Mg]Br)[CH2:9][CH2:10][CH2:11][CH3:12]. (5) Given the product [C:1]([O:4][C@@H:5]1[C@@H:19]([O:20][C:21](=[O:23])[CH3:22])[C@H:18]([O:24][C:25](=[O:27])[CH3:26])[CH2:17][S:16][C@H:6]1[O:7][C:8]1[C:9]([Cl:15])=[N:10][C:11]([C:34]2[C:29]([F:28])=[N:30][CH:31]=[CH:32][CH:33]=2)=[CH:12][CH:13]=1)(=[O:3])[CH3:2], predict the reactants needed to synthesize it. The reactants are: [C:1]([O:4][C@@H:5]1[C@@H:19]([O:20][C:21](=[O:23])[CH3:22])[C@H:18]([O:24][C:25](=[O:27])[CH3:26])[CH2:17][S:16][C@H:6]1[O:7][C:8]1[C:9]([Cl:15])=[N:10][C:11](I)=[CH:12][CH:13]=1)(=[O:3])[CH3:2].[F:28][C:29]1[C:34](B(O)O)=[CH:33][CH:32]=[CH:31][N:30]=1.